From a dataset of Full USPTO retrosynthesis dataset with 1.9M reactions from patents (1976-2016). Predict the reactants needed to synthesize the given product. (1) Given the product [NH2:19][C:18]1[C:4]2[C:3](=[C:2]([Br:1])[CH:7]=[CH:6][CH:5]=2)[N:8]=[N:9][C:10]=1[C:11]([NH:13][CH2:14][CH2:15][CH2:16][CH3:17])=[O:12], predict the reactants needed to synthesize it. The reactants are: [Br:1][C:2]1[CH:7]=[CH:6][CH:5]=[CH:4][C:3]=1[NH:8][N:9]=[C:10]([C:18]#[N:19])[C:11]([NH:13][CH2:14][CH2:15][CH2:16][CH3:17])=[O:12].[Cl-].[Al+3].[Cl-].[Cl-].O.[C@H](O)(C([O-])=O)[C@@H](O)C([O-])=O.[Na+].[K+]. (2) The reactants are: Cl.[F:2][C:3]1[CH:10]=[C:9]([C:11]2[CH:16]=[CH:15][N:14]=[C:13]3[NH:17][C:18]([C:20]4[CH:21]=[N:22][N:23]([CH3:25])[CH:24]=4)=[N:19][C:12]=23)[CH:8]=[CH:7][C:4]=1[CH2:5][NH2:6].CCN(C(C)C)C(C)C.[C:35]([C:39]1[CH:40]=[C:41]([CH:44]=[CH:45][CH:46]=1)[CH:42]=O)([CH3:38])([CH3:37])[CH3:36].C(O[BH-](OC(=O)C)OC(=O)C)(=O)C.[Na+]. Given the product [C:35]([C:39]1[CH:40]=[C:41]([CH:44]=[CH:45][CH:46]=1)[CH2:42][NH:6][CH2:5][C:4]1[CH:7]=[CH:8][C:9]([C:11]2[CH:16]=[CH:15][N:14]=[C:13]3[NH:17][C:18]([C:20]4[CH:21]=[N:22][N:23]([CH3:25])[CH:24]=4)=[N:19][C:12]=23)=[CH:10][C:3]=1[F:2])([CH3:38])([CH3:36])[CH3:37], predict the reactants needed to synthesize it. (3) Given the product [Cl:15][C:16]1[CH:17]=[C:18]([NH:19][C:2]2[N:3]=[C:4]([NH:11][CH:12]3[CH2:14][CH2:13]3)[C:5]3[O:10][CH:9]=[CH:8][C:6]=3[N:7]=2)[CH:20]=[CH:21][C:22]=1[N:23]1[CH2:24][CH2:25][N:26]([CH3:29])[CH2:27][CH2:28]1, predict the reactants needed to synthesize it. The reactants are: Cl[C:2]1[N:3]=[C:4]([NH:11][CH:12]2[CH2:14][CH2:13]2)[C:5]2[O:10][CH:9]=[CH:8][C:6]=2[N:7]=1.[Cl:15][C:16]1[CH:17]=[C:18]([CH:20]=[CH:21][C:22]=1[N:23]1[CH2:28][CH2:27][N:26]([CH3:29])[CH2:25][CH2:24]1)[NH2:19].CC(C1C=C(C(C)C)C(C2C=CC=CC=2P(C2CCCCC2)C2CCCCC2)=C(C(C)C)C=1)C.C([O-])([O-])=O.[K+].[K+]. (4) Given the product [F:1][C:2]1[C:3]([C:9]2[N:13]([CH:14]3[CH2:19][CH2:18][O:17][CH2:16][CH2:15]3)[C:12]([CH3:20])=[N:11][CH:10]=2)=[N:4][C:5]([NH:8][C:22]2[CH:23]=[N:24][CH:25]=[N:26][CH:27]=2)=[N:6][CH:7]=1, predict the reactants needed to synthesize it. The reactants are: [F:1][C:2]1[C:3]([C:9]2[N:13]([CH:14]3[CH2:19][CH2:18][O:17][CH2:16][CH2:15]3)[C:12]([CH3:20])=[N:11][CH:10]=2)=[N:4][C:5]([NH2:8])=[N:6][CH:7]=1.Br[C:22]1[CH:23]=[N:24][CH:25]=[N:26][CH:27]=1. (5) Given the product [Br:22][C:13]1[CH:14]=[CH:15][C:16]([C:18]([F:21])([F:20])[F:19])=[CH:17][C:12]=1[CH2:11][CH2:5][C:4]([OH:23])=[O:3], predict the reactants needed to synthesize it. The reactants are: C([O:3][C:4](=[O:23])[CH:5]([CH2:11][C:12]1[CH:17]=[C:16]([C:18]([F:21])([F:20])[F:19])[CH:15]=[CH:14][C:13]=1[Br:22])C(OCC)=O)C.[OH-].[Na+]. (6) The reactants are: Cl.[NH2:2][C:3]1[CH:30]=[CH:29][C:6]([CH2:7][N:8]2[CH2:13][CH2:12][N:11]([S:14]([C:17]3[CH:26]=[CH:25][C:24]4[C:19](=[CH:20][CH:21]=[C:22]([Cl:27])[CH:23]=4)[CH:18]=3)(=[O:16])=[O:15])[CH2:10][C:9]2=[O:28])=[CH:5][CH:4]=1.Cl.[C:32](=[NH:37])(OCC)[CH3:33].C(N(CC)CC)C. Given the product [ClH:27].[C:32]([NH:2][C:3]1[CH:30]=[CH:29][C:6]([CH2:7][N:8]2[CH2:13][CH2:12][N:11]([S:14]([C:17]3[CH:26]=[CH:25][C:24]4[C:19](=[CH:20][CH:21]=[C:22]([Cl:27])[CH:23]=4)[CH:18]=3)(=[O:15])=[O:16])[CH2:10][C:9]2=[O:28])=[CH:5][CH:4]=1)(=[NH:37])[CH3:33], predict the reactants needed to synthesize it.